Dataset: Forward reaction prediction with 1.9M reactions from USPTO patents (1976-2016). Task: Predict the product of the given reaction. (1) Given the reactants [NH2:1][CH2:2][C@H:3]1[N:8]([C:9]([C:11]2[N:12]=[C:13]([CH3:23])[S:14][C:15]=2[C:16]2[CH:17]=[C:18]([CH3:22])[CH:19]=[CH:20][CH:21]=2)=[O:10])[CH2:7][C@H:6]2[C@@H:4]1[CH2:5]2.[N:24]1[C:33]2[C:28](=[CH:29][CH:30]=[CH:31][CH:32]=2)[CH:27]=[CH:26][C:25]=1[C:34](O)=[O:35], predict the reaction product. The product is: [CH3:23][C:13]1[S:14][C:15]([C:16]2[CH:17]=[C:18]([CH3:22])[CH:19]=[CH:20][CH:21]=2)=[C:11]([C:9]([N:8]2[CH2:7][C@H:6]3[C@H:4]([CH2:5]3)[C@H:3]2[CH2:2][NH:1][C:34]([C:25]2[CH:26]=[CH:27][C:28]3[C:33](=[CH:32][CH:31]=[CH:30][CH:29]=3)[N:24]=2)=[O:35])=[O:10])[N:12]=1. (2) The product is: [CH2:6]([C:2]1[N:22]=[N:23][N:24]([C:58]2[CH:59]=[CH:60][C:55]([S:52]([NH:51][C:49]3[C:48]([F:62])=[CH:47][C:42]([C:43]([O:45][CH3:46])=[O:44])=[C:41]([F:40])[CH:50]=3)(=[O:54])=[O:53])=[CH:56][CH:57]=2)[CH:3]=1)[CH3:7]. Given the reactants N1C[CH2:7][CH2:6][C@H:2]1[C:3](O)=O.O=C1O[C@H]([C@H](CO)O)C([O-])=C1O.[Na+].[N-:22]=[N+:23]=[N-:24].[Na+].C(=O)([O-])[O-].[K+].[K+].C(OC)(=O)C#CCC.[F:40][C:41]1[CH:50]=[C:49]([NH:51][S:52]([C:55]2[CH:60]=[CH:59][C:58](I)=[CH:57][CH:56]=2)(=[O:54])=[O:53])[C:48]([F:62])=[CH:47][C:42]=1[C:43]([O:45][CH3:46])=[O:44].O.[NH4+], predict the reaction product. (3) Given the reactants [NH2:1][C:2]1[C:7]([F:8])=[C:6]([CH:9]=[CH2:10])[N:5]=[C:4]([C:11]([O:13][CH3:14])=[O:12])[C:3]=1[O:15][CH3:16], predict the reaction product. The product is: [NH2:1][C:2]1[C:7]([F:8])=[C:6]([CH2:9][CH3:10])[N:5]=[C:4]([C:11]([O:13][CH3:14])=[O:12])[C:3]=1[O:15][CH3:16]. (4) Given the reactants [C:1]([C:3]1[CH:8]=[CH:7][C:6]([O:9][CH3:10])=[CH:5][C:4]=1[OH:11])#[N:2].[CH3:12][C:13]([O:16][C:17](=[O:30])[N:18]([CH2:20][CH2:21][C@H:22](O)[C:23]1[CH:28]=[CH:27][CH:26]=[CH:25][CH:24]=1)[CH3:19])([CH3:15])[CH3:14].C1(P(C2C=CC=CC=2)C2C=CC=CC=2)C=CC=CC=1.[N+](C(OCC)=O)(C(OCC)=O)=[N-], predict the reaction product. The product is: [C:1]([C:3]1[CH:8]=[CH:7][C:6]([O:9][CH3:10])=[CH:5][C:4]=1[O:11][C@@H:22]([C:23]1[CH:24]=[CH:25][CH:26]=[CH:27][CH:28]=1)[CH2:21][CH2:20][N:18]([CH3:19])[C:17](=[O:30])[O:16][C:13]([CH3:15])([CH3:14])[CH3:12])#[N:2]. (5) Given the reactants [CH:1]1([CH2:4][N:5]([CH:13]2[CH2:18][CH2:17][N:16]([CH2:19][CH2:20][C@@H:21]([C:32]3[CH:37]=[C:36]([F:38])[CH:35]=[C:34]([F:39])[CH:33]=3)[CH:22]3[CH2:27][CH2:26][N:25]([S:28]([CH3:31])(=[O:30])=[O:29])[CH2:24][CH2:23]3)[CH2:15][CH2:14]2)C(=O)OC(C)(C)C)[CH2:3][CH2:2]1, predict the reaction product. The product is: [CH:1]1([CH2:4][NH:5][CH:13]2[CH2:18][CH2:17][N:16]([CH2:19][CH2:20][C@@H:21]([C:32]3[CH:33]=[C:34]([F:39])[CH:35]=[C:36]([F:38])[CH:37]=3)[CH:22]3[CH2:23][CH2:24][N:25]([S:28]([CH3:31])(=[O:29])=[O:30])[CH2:26][CH2:27]3)[CH2:15][CH2:14]2)[CH2:2][CH2:3]1. (6) Given the reactants [Cl:1][C:2]1[CH:3]=[C:4]([C:8]([O:10]C)=[O:9])[N:5]([CH3:7])[CH:6]=1.[OH-].[Na+].Cl, predict the reaction product. The product is: [Cl:1][C:2]1[CH:3]=[C:4]([C:8]([OH:10])=[O:9])[N:5]([CH3:7])[CH:6]=1. (7) Given the reactants [F:1][C:2]1[CH:18]=[C:17]([F:19])[CH:16]=[CH:15][C:3]=1[O:4][C:5]1[N:10]=[C:9]2[NH:11][N:12]=[C:13]([NH2:14])[C:8]2=[CH:7][N:6]=1.[CH2:20]([S:22](Cl)(=[O:24])=[O:23])[CH3:21].N1C=CC=CC=1, predict the reaction product. The product is: [F:1][C:2]1[CH:18]=[C:17]([F:19])[CH:16]=[CH:15][C:3]=1[O:4][C:5]1[N:10]=[C:9]2[NH:11][N:12]=[C:13]([NH:14][S:22]([CH2:20][CH3:21])(=[O:24])=[O:23])[C:8]2=[CH:7][N:6]=1. (8) Given the reactants [CH3:1][C:2]([CH3:14])([S:4]([NH:6][C:7]1(/[C:10](=[N:12]/[OH:13])/[NH2:11])[CH2:9][CH2:8]1)=[O:5])[CH3:3].[CH2:15](OC(OCC)OCC)C, predict the reaction product. The product is: [O:13]1[CH:15]=[N:11][C:10]([C:7]2([NH:6][S:4]([C:2]([CH3:14])([CH3:1])[CH3:3])=[O:5])[CH2:9][CH2:8]2)=[N:12]1. (9) Given the reactants [CH2:1]([O:8][C:9](=[O:32])[NH:10][CH2:11][CH2:12][CH2:13][CH2:14][C:15]1[CH:20]=[CH:19][C:18]([O:21][CH2:22][CH2:23][NH:24]C(OC(C)(C)C)=O)=[CH:17][CH:16]=1)[C:2]1[CH:7]=[CH:6][CH:5]=[CH:4][CH:3]=1.[ClH:33].CCOCC, predict the reaction product. The product is: [ClH:33].[CH2:1]([O:8][C:9](=[O:32])[NH:10][CH2:11][CH2:12][CH2:13][CH2:14][C:15]1[CH:20]=[CH:19][C:18]([O:21][CH2:22][CH2:23][NH2:24])=[CH:17][CH:16]=1)[C:2]1[CH:7]=[CH:6][CH:5]=[CH:4][CH:3]=1. (10) Given the reactants Br[C:2]1[N:6]([CH3:7])[CH:5]=[N:4][C:3]=1[C:8]1[CH:13]=[C:12]([C:14]#[N:15])[CH:11]=[CH:10][N:9]=1.[F:16][C:17]1[CH:22]=[CH:21][C:20](B(O)O)=[CH:19][C:18]=1[OH:26], predict the reaction product. The product is: [F:16][C:17]1[CH:22]=[CH:21][C:20]([C:2]2[N:6]([CH3:7])[CH:5]=[N:4][C:3]=2[C:8]2[CH:13]=[C:12]([C:14]#[N:15])[CH:11]=[CH:10][N:9]=2)=[CH:19][C:18]=1[OH:26].